This data is from Catalyst prediction with 721,799 reactions and 888 catalyst types from USPTO. The task is: Predict which catalyst facilitates the given reaction. (1) Reactant: Cl.[F:2][C:3]1([C:9]([O:11][CH2:12][CH3:13])=[O:10])[CH2:8][CH2:7][NH:6][CH2:5][CH2:4]1.Cl[C:15]1[N:20]=[CH:19][C:18]([B:21]([OH:23])[OH:22])=[CH:17][N:16]=1.O.O.O.O.O.O.O.O.O.O.C(=O)([O-])[O-].[Na+].[Na+]. Product: [CH2:12]([O:11][C:9]([C:3]1([F:2])[CH2:4][CH2:5][N:6]([C:15]2[N:20]=[CH:19][C:18]([B:21]([OH:23])[OH:22])=[CH:17][N:16]=2)[CH2:7][CH2:8]1)=[O:10])[CH3:13]. The catalyst class is: 8. (2) The catalyst class is: 202. Reactant: [NH2:1][C:2]1[CH:10]=[C:9]2[C:5]([CH2:6][N:7]([CH2:12][C:13]([O:15][C@H:16]([C:27]3[CH:32]=[CH:31][C:30]([O:33][CH:34]([F:36])[F:35])=[C:29]([O:37][CH2:38][CH:39]4[CH2:41][CH2:40]4)[CH:28]=3)[CH2:17][C:18]3[C:23]([Cl:24])=[CH:22][N+:21]([O-:25])=[CH:20][C:19]=3[Cl:26])=[O:14])[C:8]2=[O:11])=[CH:4][CH:3]=1.[CH3:42][S:43](Cl)(=[O:45])=[O:44]. Product: [Cl:24][C:23]1[CH:22]=[N+:21]([O-:25])[CH:20]=[C:19]([Cl:26])[C:18]=1[CH2:17][C@@H:16]([C:27]1[CH:32]=[CH:31][C:30]([O:33][CH:34]([F:35])[F:36])=[C:29]([O:37][CH2:38][CH:39]2[CH2:40][CH2:41]2)[CH:28]=1)[O:15][C:13](=[O:14])[CH2:12][N:7]1[CH2:6][C:5]2[C:9](=[CH:10][C:2]([NH:1][S:43]([CH3:42])(=[O:45])=[O:44])=[CH:3][CH:4]=2)[C:8]1=[O:11].